From a dataset of Full USPTO retrosynthesis dataset with 1.9M reactions from patents (1976-2016). Predict the reactants needed to synthesize the given product. (1) Given the product [F:1][C:2]1[CH:3]=[CH:4][C:5]([C:8]2[N:13]=[C:12]([N:14]3[CH2:15][CH2:16][CH:17]([CH2:20][CH2:21][N:46]4[C:42](=[O:52])[C:43]5[C:44](=[CH:48][CH:49]=[CH:50][CH:51]=5)[C:45]4=[O:47])[CH2:18][CH2:19]3)[CH:11]=[CH:10][CH:9]=2)=[CH:6][CH:7]=1, predict the reactants needed to synthesize it. The reactants are: [F:1][C:2]1[CH:7]=[CH:6][C:5]([C:8]2[N:13]=[C:12]([N:14]3[CH2:19][CH2:18][CH:17]([CH2:20][CH2:21]O)[CH2:16][CH2:15]3)[CH:11]=[CH:10][CH:9]=2)=[CH:4][CH:3]=1.C1(P(C2C=CC=CC=2)C2C=CC=CC=2)C=CC=CC=1.[C:42]1(=[O:52])[NH:46][C:45](=[O:47])[C:44]2=[CH:48][CH:49]=[CH:50][CH:51]=[C:43]12.N(C(OC(C)C)=O)=NC(OC(C)C)=O. (2) The reactants are: [OH:1][C:2]1[CH:7]=[CH:6][C:5]([C:8]2[O:17][C:12]3=[N:13][CH:14]=[CH:15][CH:16]=[C:11]3[C:10](=[O:18])[CH:9]=2)=[CH:4][CH:3]=1.Cl[CH2:20][CH2:21][OH:22]. Given the product [OH:22][CH2:21][CH2:20][O:1][C:2]1[CH:3]=[CH:4][C:5]([C:8]2[O:17][C:12]3=[N:13][CH:14]=[CH:15][CH:16]=[C:11]3[C:10](=[O:18])[CH:9]=2)=[CH:6][CH:7]=1, predict the reactants needed to synthesize it. (3) Given the product [NH2:14][C:15]1[N:16]=[C:17]([N:26]2[CH2:27][CH2:28][N:29]([C:32](=[O:42])[CH2:33][O:34][C:35]3[CH:40]=[CH:39][C:38]([Cl:41])=[CH:37][CH:36]=3)[CH2:30][CH2:31]2)[C:18]2[N:24]=[C:23]([C:8]3[CH:9]=[CH:10][C:5]([S:2]([CH3:1])(=[O:4])=[O:3])=[CH:6][CH:7]=3)[CH:22]=[CH:21][C:19]=2[N:20]=1, predict the reactants needed to synthesize it. The reactants are: [CH3:1][S:2]([C:5]1[CH:10]=[CH:9][C:8](B(O)O)=[CH:7][CH:6]=1)(=[O:4])=[O:3].[NH2:14][C:15]1[N:16]=[C:17]([N:26]2[CH2:31][CH2:30][N:29]([C:32](=[O:42])[CH2:33][O:34][C:35]3[CH:40]=[CH:39][C:38]([Cl:41])=[CH:37][CH:36]=3)[CH2:28][CH2:27]2)[C:18]2[N:24]=[C:23](Cl)[CH:22]=[CH:21][C:19]=2[N:20]=1. (4) Given the product [CH:22]1([NH:23][C:24]([NH:15][C:13]2[CH:12]=[N:11][C:10]([C:16]3[CH:21]=[CH:20][N:19]=[CH:18][CH:17]=3)=[C:9]([C:4]3[CH:5]=[CH:6][CH:7]=[CH:8][N:3]=3)[N:14]=2)=[O:25])[CH2:6][CH2:5][CH2:4][CH2:9]1, predict the reactants needed to synthesize it. The reactants are: [H-].[Na+].[N:3]1[CH:8]=[CH:7][CH:6]=[CH:5][C:4]=1[C:9]1[N:14]=[C:13]([NH2:15])[CH:12]=[N:11][C:10]=1[C:16]1[CH:21]=[CH:20][N:19]=[CH:18][CH:17]=1.[CH3:22][N:23](C)[CH:24]=[O:25]. (5) Given the product [F:27][C:24]1([F:28])[CH2:23][CH2:22][C:21]([CH2:20][NH:19][C:11]([C:9]2[CH:8]=[C:7]([CH2:14][CH2:15][O:16][CH2:17][CH3:18])[N:6]3[C:10]=2[C:2]([Cl:1])=[CH:3][CH:4]=[CH:5]3)=[O:13])([OH:29])[CH2:26][CH2:25]1, predict the reactants needed to synthesize it. The reactants are: [Cl:1][C:2]1[C:10]2[N:6]([C:7]([CH2:14][CH2:15][O:16][CH2:17][CH3:18])=[CH:8][C:9]=2[C:11]([OH:13])=O)[CH:5]=[CH:4][CH:3]=1.[NH2:19][CH2:20][C:21]1([OH:29])[CH2:26][CH2:25][C:24]([F:28])([F:27])[CH2:23][CH2:22]1.Cl.CN(C)CCCN=C=NCC.N1(O)C2C=CC=CC=2N=N1.C(N(C(C)C)C(C)C)C. (6) Given the product [Br:1][C:2]1[CH:3]=[C:4]([NH:9][S:16]([N:10]2[CH2:15][CH2:14][O:13][CH2:12][CH2:11]2)(=[O:18])=[O:17])[C:5]([Cl:8])=[N:6][CH:7]=1, predict the reactants needed to synthesize it. The reactants are: [Br:1][C:2]1[CH:3]=[C:4]([NH2:9])[C:5]([Cl:8])=[N:6][CH:7]=1.[NH:10]1[CH2:15][CH2:14][O:13][CH2:12][CH2:11]1.[S:16](Cl)(Cl)(=[O:18])=[O:17]. (7) Given the product [CH3:1][O:2][C:3]1[CH:4]=[C:5]2[C:10](=[CH:11][C:12]=1[O:13][CH3:14])[N:9]=[CH:8][CH:7]=[C:6]2[O:15][C:16]1[CH:22]=[CH:21][C:19]([NH:20][C:31]([NH:52][C@H:50]([C:45]2[CH:46]=[CH:47][CH:48]=[CH:49][C:44]=2[O:43][CH3:42])[CH3:51])=[O:33])=[CH:18][CH:17]=1, predict the reactants needed to synthesize it. The reactants are: [CH3:1][O:2][C:3]1[CH:4]=[C:5]2[C:10](=[CH:11][C:12]=1[O:13][CH3:14])[N:9]=[CH:8][CH:7]=[C:6]2[O:15][C:16]1[CH:22]=[CH:21][C:19]([NH2:20])=[CH:18][CH:17]=1.C(N(CC)CC)C.Cl[C:31](Cl)([O:33]C(=O)OC(Cl)(Cl)Cl)Cl.[CH3:42][O:43][C:44]1[CH:49]=[CH:48][CH:47]=[CH:46][C:45]=1[C@@H:50]([NH2:52])[CH3:51].